Dataset: Catalyst prediction with 721,799 reactions and 888 catalyst types from USPTO. Task: Predict which catalyst facilitates the given reaction. (1) Reactant: F[C:2](F)(F)[C:3]([NH:5][C:6]1[CH:7]=[C:8]([CH:13]=[C:14]([C:16]([F:19])([F:18])[F:17])[CH:15]=1)[C:9]([O:11]C)=[O:10])=O.C(=O)C.C([BH3-])#N.[Na+]. Product: [CH2:3]([NH:5][C:6]1[CH:7]=[C:8]([CH:13]=[C:14]([C:16]([F:17])([F:18])[F:19])[CH:15]=1)[C:9]([OH:11])=[O:10])[CH3:2]. The catalyst class is: 5. (2) Reactant: [CH3:1][C:2]1[N:3]=[C:4]([CH:7]([NH:27][C:28](=[O:34])OC(C)(C)C)[CH2:8][C:9]2[CH:17]=[C:16]([CH3:18])[C:15]3[C:11](=[CH:12][N:13](COCC[Si](C)(C)C)[N:14]=3)[CH:10]=2)[NH:5][CH:6]=1.Cl.C(C1NC=CN=1)(C1NC=CN=1)=O.C(N(C(C)C)CC)(C)C.[NH:57]1[CH2:62][CH2:61][CH:60]([N:63]2[CH2:72][C:71]3[C:66](=[CH:67][CH:68]=[CH:69][CH:70]=3)[NH:65][C:64]2=[O:73])[CH2:59][CH2:58]1. Product: [CH3:1][C:2]1[N:3]=[C:4]([CH:7]([NH:27][C:28]([N:57]2[CH2:58][CH2:59][CH:60]([N:63]3[CH2:72][C:71]4[C:66](=[CH:67][CH:68]=[CH:69][CH:70]=4)[NH:65][C:64]3=[O:73])[CH2:61][CH2:62]2)=[O:34])[CH2:8][C:9]2[CH:10]=[C:11]3[C:15](=[C:16]([CH3:18])[CH:17]=2)[NH:14][N:13]=[CH:12]3)[NH:5][CH:6]=1. The catalyst class is: 13. (3) Reactant: [CH2:1]([O:8][C:9](=[O:19])[NH:10][CH2:11][CH:12]1[CH2:17][CH2:16][C:15](=[O:18])[CH2:14][CH2:13]1)[C:2]1[CH:7]=[CH:6][CH:5]=[CH:4][CH:3]=1.[CH2:20]([Mg]Br)[CH3:21]. Product: [CH2:1]([O:8][C:9](=[O:19])[NH:10][CH2:11][CH:12]1[CH2:17][CH2:16][C:15]([CH2:20][CH3:21])([OH:18])[CH2:14][CH2:13]1)[C:2]1[CH:3]=[CH:4][CH:5]=[CH:6][CH:7]=1. The catalyst class is: 365. (4) Reactant: [NH2:1][CH2:2][C@H:3]([OH:20])[CH2:4][O:5][C:6]1[CH:11]=[CH:10][C:9]([O:12]CC2C=CC=CC=2)=[CH:8][CH:7]=1.C(O)(=O)C.[H][H]. Product: [NH2:1][CH2:2][C@H:3]([OH:20])[CH2:4][O:5][C:6]1[CH:11]=[CH:10][C:9]([OH:12])=[CH:8][CH:7]=1. The catalyst class is: 63. (5) Reactant: [NH:1]1[C:9]2[C:4](=[CH:5][CH:6]=[CH:7][CH:8]=2)[C@@:3]2([C:13]3[CH:14]=[C:15]4[O:20][CH2:19][O:18][C:16]4=[CH:17][C:12]=3[O:11][CH2:10]2)[C:2]1=O.Br[CH2:23][C:24]1[O:25][C:26]([C:29]([F:32])([F:31])[F:30])=[CH:27][CH:28]=1.C(=O)([O-])[O-].[Cs+].[Cs+]. Product: [F:30][C:29]([F:32])([F:31])[C:26]1[O:25][C:24]([CH2:23][N:1]2[C:9]3[C:4](=[CH:5][CH:6]=[CH:7][CH:8]=3)[C@:3]3([C:13]4=[CH:14][C:15]5[O:20][CH2:19][O:18][C:16]=5[CH:17]=[C:12]4[O:11][CH2:10]3)[CH2:2]2)=[CH:28][CH:27]=1. The catalyst class is: 21.